Dataset: Forward reaction prediction with 1.9M reactions from USPTO patents (1976-2016). Task: Predict the product of the given reaction. (1) Given the reactants [N:1]1[CH:6]=[CH:5][C:4]([C:7]([OH:9])=O)=[CH:3][CH:2]=1.C(N1C=CN=C1)(N1C=CN=C1)=O.[Mg+].[C:23]([O:29][CH2:30][CH3:31])(=[O:28])[CH2:24]C([O-])=O.C(O)(=O)CC(CC(O)=O)(C(O)=O)O, predict the reaction product. The product is: [O:9]=[C:7]([C:4]1[CH:3]=[CH:2][N:1]=[CH:6][CH:5]=1)[CH2:24][C:23]([O:29][CH2:30][CH3:31])=[O:28]. (2) Given the reactants [OH:1][C:2]1[CH:9]=[C:8]([O:10][CH3:11])[C:7]([O:12][CH3:13])=[CH:6][C:3]=1[CH:4]=O.Cl[CH2:15][C:16]#[N:17].C(=O)([O-])[O-].[K+].[K+], predict the reaction product. The product is: [CH3:13][O:12][C:7]1[C:8]([O:10][CH3:11])=[CH:9][C:2]2[O:1][CH:15]([C:16]#[N:17])[CH2:4][C:3]=2[CH:6]=1. (3) Given the reactants [C:1]1([C:7]2[CH:8]=[N:9][N:10]([CH2:12][CH2:13][CH2:14][C:15]([O:17]CC)=[O:16])[CH:11]=2)[CH:6]=[CH:5][CH:4]=[CH:3][CH:2]=1.Cl, predict the reaction product. The product is: [C:1]1([C:7]2[CH:8]=[N:9][N:10]([CH2:12][CH2:13][CH2:14][C:15]([OH:17])=[O:16])[CH:11]=2)[CH:2]=[CH:3][CH:4]=[CH:5][CH:6]=1.